Predict the reaction yield, written as a fraction of the theoretical maximum amount of product (1.0 means a 100% yield; for example, 0.34 means a 34% yield). From a dataset of Reaction yield outcomes from USPTO patents with 853,638 reactions. (1) The reactants are [CH2:1]([O:8][NH:9][S:10]([C:13]1[CH:18]=[CH:17][CH:16]=[CH:15][C:14]=1[N+:19]([O-:21])=[O:20])(=[O:12])=[O:11])[C:2]1[CH:7]=[CH:6][CH:5]=[CH:4][CH:3]=1.O[C@@H:23]1[CH2:28][N:27]([C:29]([O:31][C:32]([CH3:35])([CH3:34])[CH3:33])=[O:30])[C@H:26]([C:36]([O:38][CH2:39][CH3:40])=[O:37])[CH2:25][CH2:24]1.C1C=CC(P(C2C=CC=CC=2)C2C=CC=CC=2)=CC=1.CCOC(/N=N/C(OCC)=O)=O. The catalyst is C1COCC1. The product is [CH2:1]([O:8][N:9]([C@H:23]1[CH2:28][N:27]([C:29]([O:31][C:32]([CH3:33])([CH3:34])[CH3:35])=[O:30])[C@H:26]([C:36]([O:38][CH2:39][CH3:40])=[O:37])[CH2:25][CH2:24]1)[S:10]([C:13]1[CH:18]=[CH:17][CH:16]=[CH:15][C:14]=1[N+:19]([O-:21])=[O:20])(=[O:12])=[O:11])[C:2]1[CH:7]=[CH:6][CH:5]=[CH:4][CH:3]=1. The yield is 0.800. (2) The catalyst is ClCCl. The product is [F:1][C:2]1[CH:3]=[CH:4][C:5]([CH3:33])=[C:6]([CH:32]=1)[O:7][CH2:8][C:9]1[C:10]([C:23]2[CH:28]=[CH:27][C:26]([O:29][S:42]([CH3:41])(=[O:44])=[O:43])=[CH:25][C:24]=2[O:30][CH3:31])=[CH:11][CH:12]=[C:13]2[C:18]=1[N:17]([CH3:19])[C:16](=[O:20])[C:15]([CH3:22])([CH3:21])[NH:14]2. The reactants are [F:1][C:2]1[CH:3]=[CH:4][C:5]([CH3:33])=[C:6]([CH:32]=1)[O:7][CH2:8][C:9]1[C:10]([C:23]2[CH:28]=[CH:27][C:26]([OH:29])=[CH:25][C:24]=2[O:30][CH3:31])=[CH:11][CH:12]=[C:13]2[C:18]=1[N:17]([CH3:19])[C:16](=[O:20])[C:15]([CH3:22])([CH3:21])[NH:14]2.C(N(CC)CC)C.[CH3:41][S:42](Cl)(=[O:44])=[O:43]. The yield is 0.980.